The task is: Predict the reaction yield, written as a fraction of the theoretical maximum amount of product (1.0 means a 100% yield; for example, 0.34 means a 34% yield).. This data is from Reaction yield outcomes from USPTO patents with 853,638 reactions. (1) The reactants are Cl[C:2]1[CH:7]=[CH:6][N:5]=[C:4]([NH:8][C:9]([NH:11][CH2:12][CH2:13][CH2:14][N:15]([CH2:18][CH3:19])[CH2:16][CH3:17])=[O:10])[CH:3]=1.Cl.N1C=CC=CC=1.[CH3:27][NH:28][C:29]([N:31]1[C:39]2[C:34](=[CH:35][C:36]([NH2:40])=[CH:37][CH:38]=2)[CH:33]=[CH:32]1)=[O:30].C(OCC)(=O)C. The catalyst is C(OC(O)C)C.CO. The product is [CH3:27][NH:28][C:29]([N:31]1[C:39]2[C:34](=[CH:35][C:36]([NH:40][C:2]3[CH:7]=[CH:6][N:5]=[C:4]([NH:8][C:9]([NH:11][CH2:12][CH2:13][CH2:14][N:15]([CH2:18][CH3:19])[CH2:16][CH3:17])=[O:10])[CH:3]=3)=[CH:37][CH:38]=2)[CH:33]=[CH:32]1)=[O:30]. The yield is 0.170. (2) The reactants are [NH2:1][C:2]1[CH:3]=[C:4]([CH:21]=[CH:22][CH:23]=1)[O:5][C:6]1[CH:7]=[CH:8][C:9]2[N:10]([CH:12]=[C:13]([NH:15][C:16]([CH:18]3[CH2:20][CH2:19]3)=[O:17])[N:14]=2)[N:11]=1.[F:24][C:25]([F:36])([F:35])[C:26]1[CH:27]=[C:28]([N:32]=[C:33]=[O:34])[CH:29]=[CH:30][CH:31]=1.C1(C)C=CC=CC=1. The catalyst is O1CCCC1. The product is [F:24][C:25]([F:35])([F:36])[C:26]1[CH:27]=[C:28]([NH:32][C:33]([NH:1][C:2]2[CH:3]=[C:4]([CH:21]=[CH:22][CH:23]=2)[O:5][C:6]2[CH:7]=[CH:8][C:9]3[N:10]([CH:12]=[C:13]([NH:15][C:16]([CH:18]4[CH2:20][CH2:19]4)=[O:17])[N:14]=3)[N:11]=2)=[O:34])[CH:29]=[CH:30][CH:31]=1. The yield is 0.560. (3) The reactants are [Cl:1][C:2]1[CH:6]=[N:5][N:4]([CH3:7])[C:3]=1[C:8]1[CH:9]=[C:10]([NH2:16])[CH:11]=[CH:12][C:13]=1[O:14][CH3:15].[CH:17]([C:20]1[CH:25]=[CH:24][C:23]([N:26]=[C:27]=[O:28])=[CH:22][CH:21]=1)([CH3:19])[CH3:18]. No catalyst specified. The product is [Cl:1][C:2]1[CH:6]=[N:5][N:4]([CH3:7])[C:3]=1[C:8]1[CH:9]=[C:10]([NH:16][C:27]([NH:26][C:23]2[CH:24]=[CH:25][C:20]([CH:17]([CH3:19])[CH3:18])=[CH:21][CH:22]=2)=[O:28])[CH:11]=[CH:12][C:13]=1[O:14][CH3:15]. The yield is 0.0200. (4) The product is [F:11][C:12]([F:23])([CH2:15][CH2:16][C:17]1[CH:22]=[CH:21][CH:20]=[CH:19][CH:18]=1)[CH2:13][N:32]1[CH2:36][CH2:35][C@H:34]([S:37][C:38]2[CH:43]=[CH:42][C:41]([OH:44])=[CH:40][CH:39]=2)[CH2:33]1. The yield is 0.700. The catalyst is C(Cl)Cl.ClCCCl.O. The reactants are C(Cl)(=O)C(Cl)=O.CS(C)=O.[F:11][C:12]([F:23])([CH2:15][CH2:16][C:17]1[CH:22]=[CH:21][CH:20]=[CH:19][CH:18]=1)[CH2:13]O.C(N(CC)CC)C.Br.[NH:32]1[CH2:36][CH2:35][C@H:34]([S:37][C:38]2[CH:43]=[CH:42][C:41]([OH:44])=[CH:40][CH:39]=2)[CH2:33]1.C(O[BH-](OC(=O)C)OC(=O)C)(=O)C.[Na+]. (5) The reactants are Br[CH2:2][C:3]1[CH:10]=[CH:9][C:6]([CH:7]=[O:8])=[CH:5][CH:4]=1.[N-:11]=[N+:12]=[N-:13].[Na+]. The catalyst is CN(C=O)C.C(OCC)(=O)C.O. The product is [N:11]([CH2:2][C:3]1[CH:10]=[CH:9][C:6]([CH:7]=[O:8])=[CH:5][CH:4]=1)=[N+:12]=[N-:13]. The yield is 0.920. (6) The catalyst is O1CCOCC1.C1(P(C2C=CC=CC=2)[C-]2C=CC=C2)C=CC=CC=1.[C-]1(P(C2C=CC=CC=2)C2C=CC=CC=2)C=CC=C1.[Fe+2].Cl[Pd]Cl. The reactants are Br[C:2]1[CH:3]=[C:4]2[C:9](=[C:10]([Cl:12])[CH:11]=1)[N:8]([CH3:13])[C:7](=[O:14])[CH2:6][CH2:5]2.[B:15]1([B:15]2[O:19][C:18]([CH3:21])([CH3:20])[C:17]([CH3:23])([CH3:22])[O:16]2)[O:19][C:18]([CH3:21])([CH3:20])[C:17]([CH3:23])([CH3:22])[O:16]1.C([O-])(=O)C.[K+]. The product is [Cl:12][C:10]1[CH:11]=[C:2]([B:15]2[O:19][C:18]([CH3:21])([CH3:20])[C:17]([CH3:23])([CH3:22])[O:16]2)[CH:3]=[C:4]2[C:9]=1[N:8]([CH3:13])[C:7](=[O:14])[CH2:6][CH2:5]2. The yield is 0.630.